Dataset: Reaction yield outcomes from USPTO patents with 853,638 reactions. Task: Predict the reaction yield, written as a fraction of the theoretical maximum amount of product (1.0 means a 100% yield; for example, 0.34 means a 34% yield). (1) The reactants are [O:1]1[C:9]2[CH:8]=[C:7]([C:10]([O:12]C)=[O:11])[N:6]=[CH:5][C:4]=2[CH:3]=[CH:2]1.[OH-].[Na+]. The catalyst is CO.O. The product is [O:1]1[C:9]2[CH:8]=[C:7]([C:10]([OH:12])=[O:11])[N:6]=[CH:5][C:4]=2[CH:3]=[CH:2]1. The yield is 0.100. (2) The reactants are [CH3:1][O:2][C:3]1[CH:4]=[CH:5][C:6]([NH2:9])=[N:7][CH:8]=1.[CH2:10]([O:12][C:13]([N:15]=[C:16]=[S:17])=[O:14])[CH3:11]. The catalyst is O1CCOCC1. The product is [CH2:10]([O:12][C:13]([NH:15][C:16]([NH2:7])=[S:17])=[O:14])[CH3:11].[CH3:1][O:2][C:3]1[CH:4]=[CH:5][C:6]([NH2:9])=[N:7][CH:8]=1. The yield is 1.00.